Dataset: Forward reaction prediction with 1.9M reactions from USPTO patents (1976-2016). Task: Predict the product of the given reaction. (1) The product is: [CH3:17][C:14]1([CH3:16])[CH2:15][N:11]2[C@H:12]([CH2:18][C:20](=[O:27])[CH2:21][CH2:9]2)[CH2:13]1. Given the reactants C(O[C:9]([N:11]1[CH2:15][C:14]([CH3:17])([CH3:16])[CH2:13][C@H:12]1[CH2:18]O)=O)C1C=CC=CC=1.[CH2:20]([O:27]C(N1C[C@@H](SC)C[C@H]1CO)=O)[C:21]1C=CC=CC=1, predict the reaction product. (2) Given the reactants [F:1][C:2]1[CH:7]=[CH:6][CH:5]=[CH:4][C:3]=1[F:8].[Cl-].[Al+3].[Cl-].[Cl-].[Cl:13][CH2:14][CH2:15][C:16](Cl)=[O:17], predict the reaction product. The product is: [Cl:13][CH2:14][CH2:15][C:16]([C:5]1[CH:6]=[CH:7][C:2]([F:1])=[C:3]([F:8])[CH:4]=1)=[O:17]. (3) Given the reactants [OH:1][CH:2]1[CH2:5][N:4]([C:6]([O:8][C:9]([CH3:12])([CH3:11])[CH3:10])=[O:7])[CH2:3]1.CC(OI1(OC(C)=O)(OC(C)=O)OC(=O)C2C=CC=CC1=2)=O.S([O-])([O-])(=O)=S.[Na+].[Na+].C(=O)([O-])O.[Na+], predict the reaction product. The product is: [O:1]=[C:2]1[CH2:5][N:4]([C:6]([O:8][C:9]([CH3:12])([CH3:11])[CH3:10])=[O:7])[CH2:3]1.